From a dataset of Reaction yield outcomes from USPTO patents with 853,638 reactions. Predict the reaction yield, written as a fraction of the theoretical maximum amount of product (1.0 means a 100% yield; for example, 0.34 means a 34% yield). The reactants are [CH3:1][S:2](Cl)(=[O:4])=[O:3].[C:6]([N:10]1[C:14]([NH:15][C:16](=[O:29])[C:17]2[CH:22]=[CH:21][C:20]([N:23]3[CH2:28][CH2:27][NH:26][CH2:25][CH2:24]3)=[CH:19][CH:18]=2)=[CH:13][C:12]([CH2:30][CH2:31][C:32]2[CH:37]=[CH:36][CH:35]=[C:34]([O:38][CH3:39])[CH:33]=2)=[N:11]1)([CH3:9])([CH3:8])[CH3:7].C(N(CC)CC)C. The catalyst is C(Cl)Cl.C(=O)([O-])O.[Na+]. The product is [C:6]([N:10]1[C:14]([NH:15][C:16](=[O:29])[C:17]2[CH:18]=[CH:19][C:20]([N:23]3[CH2:28][CH2:27][N:26]([S:2]([CH3:1])(=[O:4])=[O:3])[CH2:25][CH2:24]3)=[CH:21][CH:22]=2)=[CH:13][C:12]([CH2:30][CH2:31][C:32]2[CH:37]=[CH:36][CH:35]=[C:34]([O:38][CH3:39])[CH:33]=2)=[N:11]1)([CH3:9])([CH3:8])[CH3:7]. The yield is 0.940.